From a dataset of NCI-60 drug combinations with 297,098 pairs across 59 cell lines. Regression. Given two drug SMILES strings and cell line genomic features, predict the synergy score measuring deviation from expected non-interaction effect. (1) Drug 1: C1=NC2=C(N1)C(=S)N=C(N2)N. Drug 2: C1=NC(=NC(=O)N1C2C(C(C(O2)CO)O)O)N. Cell line: OVCAR-4. Synergy scores: CSS=22.4, Synergy_ZIP=-5.16, Synergy_Bliss=-2.83, Synergy_Loewe=-4.53, Synergy_HSA=-1.46. (2) Drug 1: COC1=CC(=CC(=C1O)OC)C2C3C(COC3=O)C(C4=CC5=C(C=C24)OCO5)OC6C(C(C7C(O6)COC(O7)C8=CC=CS8)O)O. Drug 2: C#CCC(CC1=CN=C2C(=N1)C(=NC(=N2)N)N)C3=CC=C(C=C3)C(=O)NC(CCC(=O)O)C(=O)O. Cell line: SW-620. Synergy scores: CSS=40.1, Synergy_ZIP=-0.848, Synergy_Bliss=-0.957, Synergy_Loewe=-13.1, Synergy_HSA=0.933. (3) Drug 1: CC(C1=C(C=CC(=C1Cl)F)Cl)OC2=C(N=CC(=C2)C3=CN(N=C3)C4CCNCC4)N. Drug 2: COCCOC1=C(C=C2C(=C1)C(=NC=N2)NC3=CC=CC(=C3)C#C)OCCOC.Cl. Cell line: SK-MEL-28. Synergy scores: CSS=0.866, Synergy_ZIP=1.55, Synergy_Bliss=-0.217, Synergy_Loewe=-4.86, Synergy_HSA=-4.62. (4) Drug 1: CC1C(C(CC(O1)OC2CC(OC(C2O)C)OC3=CC4=CC5=C(C(=O)C(C(C5)C(C(=O)C(C(C)O)O)OC)OC6CC(C(C(O6)C)O)OC7CC(C(C(O7)C)O)OC8CC(C(C(O8)C)O)(C)O)C(=C4C(=C3C)O)O)O)O. Drug 2: C1CCC(C(C1)N)N.C(=O)(C(=O)[O-])[O-].[Pt+4]. Cell line: NCI-H460. Synergy scores: CSS=48.9, Synergy_ZIP=-0.199, Synergy_Bliss=0.583, Synergy_Loewe=-6.60, Synergy_HSA=-0.610. (5) Drug 1: C1=CN(C(=O)N=C1N)C2C(C(C(O2)CO)O)O.Cl. Drug 2: C1C(C(OC1N2C=NC(=NC2=O)N)CO)O. Cell line: CCRF-CEM. Synergy scores: CSS=71.5, Synergy_ZIP=-1.12, Synergy_Bliss=-1.37, Synergy_Loewe=2.43, Synergy_HSA=3.88.